From a dataset of Reaction yield outcomes from USPTO patents with 853,638 reactions. Predict the reaction yield, written as a fraction of the theoretical maximum amount of product (1.0 means a 100% yield; for example, 0.34 means a 34% yield). (1) The reactants are [N+:1]([CH2:3][C:4]([O:6]C)=O)#[C-:2].[NH:8]1[CH2:12][CH2:11][CH2:10][CH2:9]1. No catalyst specified. The product is [N+:1]([CH2:3][C:4]([N:8]1[CH2:12][CH2:11][CH2:10][CH2:9]1)=[O:6])#[C-:2]. The yield is 0.980. (2) The reactants are [C:1]1(=[O:15])[C:5]2=[C:6]3[C:11](=[CH:12][CH:13]=[C:4]2[NH:3][C:2]1=[O:14])[N:10]=[CH:9][CH:8]=[CH:7]3.[H-].[Na+].[CH3:18][O:19][C:20]1[CH:27]=[CH:26][C:23]([CH2:24]Br)=[CH:22][CH:21]=1. The catalyst is CN(C)C=O.O.C(OCC)(=O)C. The product is [CH3:18][O:19][C:20]1[CH:27]=[CH:26][C:23]([CH2:24][N:3]2[C:4]3[C:5](=[C:6]4[C:11](=[CH:12][CH:13]=3)[N:10]=[CH:9][CH:8]=[CH:7]4)[C:1](=[O:15])[C:2]2=[O:14])=[CH:22][CH:21]=1. The yield is 0.820. (3) The reactants are Br[C:2]1[CH:3]=[C:4]([C:8]2[N:9]=[C:10]([CH:21]([CH3:23])[CH3:22])[NH:11][C:12]=2[C:13]2[CH:18]=[CH:17][CH:16]=[C:15]([CH2:19][CH3:20])[N:14]=2)[CH:5]=[CH:6][CH:7]=1.[CH3:24][S:25]([C:28]1[CH:33]=[CH:32][C:31](B(O)O)=[CH:30][CH:29]=1)(=[O:27])=[O:26]. No catalyst specified. The product is [CH2:19]([C:15]1[CH:16]=[CH:17][CH:18]=[C:13]([C:12]2[NH:11][C:10]([CH:21]([CH3:23])[CH3:22])=[N:9][C:8]=2[C:4]2[CH:3]=[C:2]([C:31]3[CH:32]=[CH:33][C:28]([S:25]([CH3:24])(=[O:27])=[O:26])=[CH:29][CH:30]=3)[CH:7]=[CH:6][CH:5]=2)[N:14]=1)[CH3:20]. The yield is 0.700. (4) The reactants are [NH:1]([C:3]1[CH:11]=[CH:10][C:6]([C:7]([OH:9])=[O:8])=[CH:5][CH:4]=1)[NH2:2].[F:12][C:13]1[CH:20]=[CH:19][C:18]([I:21])=[CH:17][C:14]=1[CH:15]=O.C(=O)([O-])[O-].[Cs+].[Cs+].Cl. The catalyst is CN(C=O)C.O. The product is [F:12][C:13]1[CH:20]=[CH:19][C:18]([I:21])=[CH:17][C:14]=1[CH:15]=[N:2][NH:1][C:3]1[CH:4]=[CH:5][C:6]([C:7]([OH:9])=[O:8])=[CH:10][CH:11]=1. The yield is 0.980. (5) The reactants are [Cl:1][C:2]1[CH:3]=[C:4]([C:9](=O)[CH2:10][C:11](=O)[C:12]([F:15])([F:14])[F:13])[CH:5]=[CH:6][C:7]=1[Cl:8].[NH2:18][C:19]1[C:23]([C:24]#[N:25])=[CH:22][NH:21][N:20]=1. No catalyst specified. The product is [Cl:1][C:2]1[CH:3]=[C:4]([C:9]2[CH:10]=[C:11]([C:12]([F:15])([F:14])[F:13])[N:20]3[N:21]=[CH:22][C:23]([C:24]#[N:25])=[C:19]3[N:18]=2)[CH:5]=[CH:6][C:7]=1[Cl:8]. The yield is 0.390. (6) The reactants are [I:1][C:2]1[C:10]2[C:5](=[CH:6][CH:7]=[C:8]([NH2:11])[CH:9]=2)[NH:4][N:3]=1.[CH2:12]([O:14][CH:15]([C:19]1[CH:24]=[CH:23][CH:22]=[CH:21][CH:20]=1)[C:16](O)=[O:17])[CH3:13].CN(C(ON1N=NC2C=CC=CC1=2)=[N+](C)C)C.[B-](F)(F)(F)F.CCN(C(C)C)C(C)C.CO[Na]. The catalyst is CN(C=O)C. The product is [CH2:12]([O:14][CH:15]([C:19]1[CH:24]=[CH:23][CH:22]=[CH:21][CH:20]=1)[C:16]([NH:11][C:8]1[CH:9]=[C:10]2[C:5](=[CH:6][CH:7]=1)[NH:4][N:3]=[C:2]2[I:1])=[O:17])[CH3:13]. The yield is 0.370. (7) The reactants are [Br:1][C:2]1[CH:7]=[CH:6][CH:5]=[CH:4][C:3]=1[S:8](Cl)(=[O:10])=[O:9].[CH2:12]([NH2:14])[CH3:13].Cl.CCOC(C)=O. The catalyst is C1COCC1. The product is [Br:1][C:2]1[CH:7]=[CH:6][CH:5]=[CH:4][C:3]=1[S:8]([NH:14][CH2:12][CH3:13])(=[O:10])=[O:9]. The yield is 0.560.